From a dataset of Forward reaction prediction with 1.9M reactions from USPTO patents (1976-2016). Predict the product of the given reaction. (1) The product is: [CH2:1]([O:4][N:5]([C@H:18]1[CH2:23][NH:22][C@H:21]([C:31]([O:33][CH3:34])=[O:32])[CH:20]=[C:19]1[CH3:35])[S:6]([C:9]1[CH:14]=[CH:13][CH:12]=[CH:11][C:10]=1[N+:15]([O-:17])=[O:16])(=[O:8])=[O:7])[CH:2]=[CH2:3]. Given the reactants [CH2:1]([O:4][N:5]([C@H:18]1[CH2:23][N:22](C(OC(C)(C)C)=O)[C@H:21]([C:31]([O:33][CH3:34])=[O:32])[CH:20]=[C:19]1[CH3:35])[S:6]([C:9]1[CH:14]=[CH:13][CH:12]=[CH:11][C:10]=1[N+:15]([O-:17])=[O:16])(=[O:8])=[O:7])[CH:2]=[CH2:3], predict the reaction product. (2) Given the reactants [CH2:1]([O:8][NH:9][C:10]([C:12]1[C:13](Cl)=[N:14][C:15]([Cl:19])=[C:16]([F:18])[CH:17]=1)=[O:11])[C:2]1[CH:7]=[CH:6][CH:5]=[CH:4][CH:3]=1.[H-].[Na+].[CH3:23][C:24]1[CH:29]=[CH:28][C:27]([N:30]=[C:31]=[O:32])=[CH:26][CH:25]=1, predict the reaction product. The product is: [CH2:1]([O:8][N:9]1[C:10](=[O:11])[C:12]2[CH:17]=[C:16]([F:18])[C:15]([Cl:19])=[N:14][C:13]=2[N:30]([C:27]2[CH:28]=[CH:29][C:24]([CH3:23])=[CH:25][CH:26]=2)[C:31]1=[O:32])[C:2]1[CH:7]=[CH:6][CH:5]=[CH:4][CH:3]=1. (3) Given the reactants Br[C:2]1[CH:7]=[CH:6][C:5]([CH:8]([N:12]2[CH2:28][CH2:27][C:15]3([O:20][CH2:19][C:18](=[O:21])[N:17]([C:22]4([CH2:25][OH:26])[CH2:24][CH2:23]4)[CH2:16]3)[CH2:14][CH2:13]2)[C:9]([NH2:11])=[O:10])=[C:4]([F:29])[CH:3]=1.CC1(C)C(C)(C)OB([C:38]2[CH:47]=[C:46]3[C:41]([CH:42]=[CH:43][CH:44]=[N:45]3)=[CH:40][CH:39]=2)O1.C(=O)([O-])[O-].[K+].[K+], predict the reaction product. The product is: [F:29][C:4]1[CH:3]=[C:2]([C:38]2[CH:47]=[C:46]3[C:41]([CH:42]=[CH:43][CH:44]=[N:45]3)=[CH:40][CH:39]=2)[CH:7]=[CH:6][C:5]=1[CH:8]([N:12]1[CH2:28][CH2:27][C:15]2([O:20][CH2:19][C:18](=[O:21])[N:17]([C:22]3([CH2:25][OH:26])[CH2:24][CH2:23]3)[CH2:16]2)[CH2:14][CH2:13]1)[C:9]([NH2:11])=[O:10]. (4) Given the reactants [NH2:1][C:2]1[C:7]([C:8]#[N:9])=[C:6]([C:10]2[S:14][CH:13]=[N:12][CH:11]=2)[C:5]([C:15]#[N:16])=[C:4]([S:17][CH2:18][C:19]2[N:20]=[C:21]([C:24]3[CH:29]=[CH:28][C:27]([Cl:30])=[CH:26][CH:25]=3)[S:22][CH:23]=2)[N:3]=1.C[Si](C)(C)[N-][Si](C)(C)C.[Li+].[I:41]CCI, predict the reaction product. The product is: [NH2:1][C:2]1[C:7]([C:8]#[N:9])=[C:6]([C:10]2[S:14][C:13]([I:41])=[N:12][CH:11]=2)[C:5]([C:15]#[N:16])=[C:4]([S:17][CH2:18][C:19]2[N:20]=[C:21]([C:24]3[CH:29]=[CH:28][C:27]([Cl:30])=[CH:26][CH:25]=3)[S:22][CH:23]=2)[N:3]=1. (5) Given the reactants Cl.[CH:2]1[C:12]2[C:11]([NH2:13])=[N:10][C:9]3[CH:14]=[CH:15][CH:16]=[CH:17][C:8]=3[NH:7][C:6]=2[CH:5]=[CH:4][CH:3]=1.[CH3:18][N:19]1[CH2:24][CH2:23]N[CH2:21][CH2:20]1.C(N(CC)C(C)C)(C)C.CS(C)=O, predict the reaction product. The product is: [CH3:18][N:19]1[CH2:24][CH2:23][N:13]([C:11]2[C:12]3[CH:2]=[CH:3][CH:4]=[CH:5][C:6]=3[NH:7][C:8]3[CH:17]=[CH:16][CH:15]=[CH:14][C:9]=3[N:10]=2)[CH2:21][CH2:20]1. (6) Given the reactants [CH:1]1([C:4]2[N:8]=[C:7]([C:9]3[C:10]4[CH2:18][CH2:17][CH:16]([CH2:19][CH3:20])[CH2:15][C:11]=4[S:12][C:13]=3[NH2:14])[O:6][N:5]=2)[CH2:3][CH2:2]1.[C:21]12[C:29](=[O:30])[O:28][C:26](=[O:27])[C:22]=1[CH2:23][CH2:24][CH2:25]2, predict the reaction product. The product is: [CH:1]1([C:4]2[N:8]=[C:7]([C:9]3[C:10]4[CH2:18][CH2:17][CH:16]([CH2:19][CH3:20])[CH2:15][C:11]=4[S:12][C:13]=3[NH:14][C:29]([C:21]3[CH2:25][CH2:24][CH2:23][C:22]=3[C:26]([OH:28])=[O:27])=[O:30])[O:6][N:5]=2)[CH2:3][CH2:2]1.